This data is from Reaction yield outcomes from USPTO patents with 853,638 reactions. The task is: Predict the reaction yield, written as a fraction of the theoretical maximum amount of product (1.0 means a 100% yield; for example, 0.34 means a 34% yield). The reactants are Cl[C:2]1[N:3]=[C:4]([N:19]2[CH2:24][CH2:23][O:22][CH2:21][CH2:20]2)[C:5]2[N:11]=[CH:10][C:9]([C:12]3[CH:13]=[C:14]([CH:16]=[CH:17][CH:18]=3)[NH2:15])=[CH:8][C:6]=2[N:7]=1.[C:25]([O:29][C:30]([NH:32][C:33]1[N:38]=[CH:37][C:36](B(O)O)=[CH:35][N:34]=1)=[O:31])([CH3:28])([CH3:27])[CH3:26].P([O-])([O-])([O-])=O.[K+].[K+].[K+].CN(C=O)C. The catalyst is C1C=CC([P]([Pd]([P](C2C=CC=CC=2)(C2C=CC=CC=2)C2C=CC=CC=2)([P](C2C=CC=CC=2)(C2C=CC=CC=2)C2C=CC=CC=2)[P](C2C=CC=CC=2)(C2C=CC=CC=2)C2C=CC=CC=2)(C2C=CC=CC=2)C2C=CC=CC=2)=CC=1.O. The product is [NH2:15][C:14]1[CH:13]=[C:12]([C:9]2[CH:10]=[N:11][C:5]3[C:4]([N:19]4[CH2:24][CH2:23][O:22][CH2:21][CH2:20]4)=[N:3][C:2]([C:36]4[CH:37]=[N:38][C:33]([NH:32][C:30](=[O:31])[O:29][C:25]([CH3:27])([CH3:26])[CH3:28])=[N:34][CH:35]=4)=[N:7][C:6]=3[CH:8]=2)[CH:18]=[CH:17][CH:16]=1. The yield is 0.870.